Dataset: Retrosynthesis with 50K atom-mapped reactions and 10 reaction types from USPTO. Task: Predict the reactants needed to synthesize the given product. (1) Given the product Cc1cc(NCc2oc3cccc(OCCCN(C)Cc4cccnc4)c3c2C)no1, predict the reactants needed to synthesize it. The reactants are: Cc1cc(N=Cc2oc3cccc(OCCCN(C)Cc4cccnc4)c3c2C)no1. (2) Given the product COCCCc1cnc2c(N)nc3ccccc3c2c1, predict the reactants needed to synthesize it. The reactants are: COC/C=C/c1cnc2c(N)nc3ccccc3c2c1. (3) Given the product CC(C)n1c(=O)n(-c2ccc(O)cc2)c2ncc(Cl)cc21, predict the reactants needed to synthesize it. The reactants are: CC(C)n1c(=O)n(-c2ccc(OCc3ccccc3)cc2)c2ncc(Cl)cc21. (4) The reactants are: NNC(=O)c1ccc(O)cc1.O=C(O)CCOCCOc1ccccc1. Given the product O=C(CCOCCOc1ccccc1)NNC(=O)c1ccc(O)cc1, predict the reactants needed to synthesize it. (5) Given the product CCCOc1ccc(OC)c2c1C(Cc1ccc(OC)c(OC)c1)N(CC(=O)NCc1ccccn1)CC2, predict the reactants needed to synthesize it. The reactants are: CCCBr.COc1ccc(CC2c3c(O)ccc(OC)c3CCN2CC(=O)NCc2ccccn2)cc1OC. (6) Given the product COC(=O)c1ccn(-c2ccnc3ccccc23)c1, predict the reactants needed to synthesize it. The reactants are: COC(=O)c1cc[nH]c1.Clc1ccnc2ccccc12. (7) Given the product COc1ccccc1C#Cc1ccc(OC(C)C)c(C(=O)NC(CO)Cc2c[nH]c3cccnc23)c1, predict the reactants needed to synthesize it. The reactants are: COc1ccccc1C#Cc1ccc(OC(C)C)c(C(=O)O)c1.NC(CO)Cc1c[nH]c2cccnc12. (8) Given the product COc1cccc2ccc(-c3nnc4ccc([C@@H](N5CCC(CF)(NC(=O)OC(C)(C)C)C5)C(F)(F)F)cn34)nc12, predict the reactants needed to synthesize it. The reactants are: CC(C)(C)OC(=O)NC1(CF)CCN([C@H](c2ccc(NN)nc2)C(F)(F)F)C1.COc1cccc2ccc(C=O)nc12.